From a dataset of Forward reaction prediction with 1.9M reactions from USPTO patents (1976-2016). Predict the product of the given reaction. (1) Given the reactants [C:1]([O:5][C:6]([NH:8][C@@H:9]([C:15]1[CH:23]=[CH:22][C:18]([C:19]([OH:21])=O)=[CH:17][CH:16]=1)[CH2:10][C:11]([O:13][CH3:14])=[O:12])=[O:7])([CH3:4])([CH3:3])[CH3:2].CN(C(ON1N=NC2C=CC=CC1=2)=[N+](C)C)C.[B-](F)(F)(F)F.C1C=CC2N(O)N=NC=2C=1.CCN(C(C)C)C(C)C.[NH2:65][C:66]1[CH:71]=[CH:70][N:69]=[CH:68][CH:67]=1, predict the reaction product. The product is: [CH3:14][O:13][C:11](=[O:12])[CH2:10][C@@H:9]([NH:8][C:6]([O:5][C:1]([CH3:2])([CH3:3])[CH3:4])=[O:7])[C:15]1[CH:23]=[CH:22][C:18]([C:19](=[O:21])[NH:65][C:66]2[CH:71]=[CH:70][N:69]=[CH:68][CH:67]=2)=[CH:17][CH:16]=1. (2) Given the reactants [Cl:1][C:2]1[CH:3]=[C:4]([CH:18]=[CH:19][C:20]=1[Cl:21])[CH2:5][CH:6]1[C:13]2[CH:12]=[C:11]([C:14]([O:16]C)=[O:15])[NH:10][C:9]=2[CH2:8][CH2:7]1.[OH-].[Li+].CO, predict the reaction product. The product is: [Cl:1][C:2]1[CH:3]=[C:4]([CH:18]=[CH:19][C:20]=1[Cl:21])[CH2:5][CH:6]1[C:13]2[CH:12]=[C:11]([C:14]([OH:16])=[O:15])[NH:10][C:9]=2[CH2:8][CH2:7]1. (3) Given the reactants S(Cl)([Cl:3])=O.[NH2:5][CH:6]1[CH2:11][CH2:10][CH:9]([C:12]([OH:14])=[O:13])[CH2:8][CH2:7]1.[CH2:15](O)[CH3:16], predict the reaction product. The product is: [ClH:3].[NH2:5][CH:6]1[CH2:11][CH2:10][C:9]([CH2:15][CH3:16])([C:12]([OH:14])=[O:13])[CH2:8][CH2:7]1. (4) Given the reactants [CH2:1]([O:8][C:9]1[CH:10]=[C:11]2[C:16](=[CH:17][CH:18]=1)[C:15]([Cl:19])=[N:14][C:13]([C:20]([OH:22])=O)=[C:12]2[OH:23])[C:2]1[CH:7]=[CH:6][CH:5]=[CH:4][CH:3]=1.C(N(CC)CC)C.CN(C(ON1N=NC2C=CC=NC1=2)=[N+](C)C)C.F[P-](F)(F)(F)(F)F.Cl.[CH3:56][NH:57][CH2:58][C:59]([O:61]CC)=[O:60], predict the reaction product. The product is: [CH2:1]([O:8][C:9]1[CH:10]=[C:11]2[C:16](=[CH:17][CH:18]=1)[C:15]([Cl:19])=[N:14][C:13]([C:20]([N:57]([CH2:58][C:59]([OH:61])=[O:60])[CH3:56])=[O:22])=[C:12]2[OH:23])[C:2]1[CH:3]=[CH:4][CH:5]=[CH:6][CH:7]=1. (5) Given the reactants [Cl:1][C:2]1[CH:11]=[CH:10][C:9]2[C:4](=[CH:5][CH:6]=[CH:7][CH:8]=2)[N:3]=1.[N+:12]([O-])([O-:14])=[O:13].[K+], predict the reaction product. The product is: [Cl:1][C:2]1[CH:11]=[CH:10][C:9]2[C:4](=[CH:5][CH:6]=[CH:7][C:8]=2[N+:12]([O-:14])=[O:13])[N:3]=1.